This data is from Forward reaction prediction with 1.9M reactions from USPTO patents (1976-2016). The task is: Predict the product of the given reaction. (1) Given the reactants [CH3:1][O:2][C:3](=[O:39])[CH:4]=[C:5]([O:33]C(OCC)=O)[CH2:6][CH:7](OC(OCC)=O)[C:8]1[N:9]([CH:24]([CH3:26])[CH3:25])[C:10]2[C:15]([C:16]=1[C:17]1[CH:22]=[CH:21][C:20]([F:23])=[CH:19][CH:18]=1)=[CH:14][CH:13]=[CH:12][CH:11]=2.C1(C)C=CC(S([O-])(=O)=O)=CC=1.[NH+]1C=CC=CC=1.[Cl-].[Na+], predict the reaction product. The product is: [CH3:1][O:2][C:3](=[O:39])[CH2:4][C:5](=[O:33])/[CH:6]=[CH:7]/[C:8]1[N:9]([CH:24]([CH3:25])[CH3:26])[C:10]2[C:15]([C:16]=1[C:17]1[CH:18]=[CH:19][C:20]([F:23])=[CH:21][CH:22]=1)=[CH:14][CH:13]=[CH:12][CH:11]=2. (2) Given the reactants [NH2:1][C:2]1[C:7]([C:8]([F:11])([F:10])[F:9])=[CH:6][CH:5]=[CH:4][C:3]=1[C:12]([C:14]1[CH:19]=[CH:18][CH:17]=[C:16]([OH:20])[CH:15]=1)=O.[F:21][C:22]([F:33])([F:32])[C:23]1[CH:28]=[CH:27][CH:26]=[CH:25][C:24]=1[CH2:29][CH:30]=O, predict the reaction product. The product is: [F:9][C:8]([F:11])([F:10])[C:7]1[CH:6]=[CH:5][CH:4]=[C:3]2[C:2]=1[N:1]=[CH:30][C:29]([C:24]1[CH:25]=[CH:26][CH:27]=[CH:28][C:23]=1[C:22]([F:21])([F:32])[F:33])=[C:12]2[C:14]1[CH:15]=[C:16]([OH:20])[CH:17]=[CH:18][CH:19]=1. (3) Given the reactants [F:1][C:2]1[CH:7]=[CH:6][C:5]([C:8]2[C:9]3[CH:16]=[CH:15][C:14]([C:17]#[C:18][CH2:19][CH2:20][CH2:21]O)=[CH:13][C:10]=3[S:11][CH:12]=2)=[CH:4][CH:3]=1.[CH3:23][O:24][CH2:25][CH2:26][NH:27][CH2:28][CH3:29], predict the reaction product. The product is: [CH2:28]([N:27]([CH2:21][CH2:20][CH2:19][C:18]#[C:17][C:14]1[CH:15]=[CH:16][C:9]2[C:8]([C:5]3[CH:4]=[CH:3][C:2]([F:1])=[CH:7][CH:6]=3)=[CH:12][S:11][C:10]=2[CH:13]=1)[CH2:26][CH2:25][O:24][CH3:23])[CH3:29]. (4) Given the reactants [CH3:1][N:2]1[C:10]2[C:5](=[CH:6][CH:7]=[CH:8][CH:9]=2)[C:4]([CH:11]=O)=[C:3]1[C:13]1[CH:18]=[CH:17][CH:16]=[CH:15][CH:14]=1.[CH3:19][O:20][C:21]1[C:26]2[C:27](=[O:30])[CH2:28][O:29][C:25]=2[CH:24]=[C:23]([O:31][CH3:32])[CH:22]=1, predict the reaction product. The product is: [CH3:19][O:20][C:21]1[C:26]2[C:27](=[O:30])/[C:28](=[CH:11]/[C:4]3[C:5]4[C:10](=[CH:9][CH:8]=[CH:7][CH:6]=4)[N:2]([CH3:1])[C:3]=3[C:13]3[CH:18]=[CH:17][CH:16]=[CH:15][CH:14]=3)/[O:29][C:25]=2[CH:24]=[C:23]([O:31][CH3:32])[CH:22]=1. (5) The product is: [F:1][C:2]1[C:7]([F:8])=[CH:6][CH:5]=[CH:4][C:3]=1[C:13]1[N:18]=[C:17]([NH2:19])[N:16]=[C:15]([NH:20][CH3:21])[CH:14]=1. Given the reactants [F:1][C:2]1[C:7]([F:8])=[CH:6][CH:5]=[CH:4][C:3]=1B(O)O.I[C:13]1[N:18]=[C:17]([NH2:19])[N:16]=[C:15]([NH:20][CH3:21])[CH:14]=1, predict the reaction product. (6) Given the reactants [F:1][C:2]1[CH:3]=[C:4]([C:10]2[CH:15]=[CH:14][C:13]([OH:16])=[CH:12][CH:11]=2)[CH:5]=[CH:6][C:7]=1[CH:8]=O.Cl.[NH2:18][OH:19], predict the reaction product. The product is: [F:1][C:2]1[CH:3]=[C:4]([C:10]2[CH:15]=[CH:14][C:13]([OH:16])=[CH:12][CH:11]=2)[CH:5]=[CH:6][C:7]=1[CH:8]=[N:18][OH:19].